From a dataset of Full USPTO retrosynthesis dataset with 1.9M reactions from patents (1976-2016). Predict the reactants needed to synthesize the given product. (1) Given the product [OH:36][C@H:33]1[CH2:34][CH2:35][C@H:30]([N:29]([CH3:28])[C:8]([NH:9][C:10]2[S:11][C:12]3[C:13]([N:21]4[CH2:26][CH2:25][O:24][CH2:23][CH2:22]4)=[N:14][CH:15]=[C:16]([O:19][CH3:20])[C:17]=3[N:18]=2)=[O:27])[CH2:31][CH2:32]1, predict the reactants needed to synthesize it. The reactants are: C1(O[C:8](=[O:27])[NH:9][C:10]2[S:11][C:12]3[C:13]([N:21]4[CH2:26][CH2:25][O:24][CH2:23][CH2:22]4)=[N:14][CH:15]=[C:16]([O:19][CH3:20])[C:17]=3[N:18]=2)C=CC=CC=1.[CH3:28][NH:29][C@H:30]1[CH2:35][CH2:34][C@H:33]([OH:36])[CH2:32][CH2:31]1. (2) Given the product [CH3:17][O:16][C:9]1[C:10]2[CH:15]=[CH:14][CH:13]=[CH:12][C:11]=2[NH:5][C:6]2[CH:21]=[CH:20][CH:19]=[CH:18][C:7]=2[CH:8]=1, predict the reactants needed to synthesize it. The reactants are: COC([N:5]1[C:11]2[CH:12]=[CH:13][CH:14]=[CH:15][C:10]=2[C:9]([O:16][CH3:17])=[CH:8][C:7]2[CH:18]=[CH:19][CH:20]=[CH:21][C:6]1=2)=O.[OH-].[Na+]. (3) Given the product [N:42]1[CH:43]=[CH:44][C:39]([NH:38][C:36](=[O:23])[N:33]([CH3:32])[CH2:34][CH2:35][CH2:18][O:17][C:5]2[CH:6]=[CH:7][C:8]3[C:9]([C:13]([F:16])([F:15])[F:14])=[N:10][O:11][C:12]=3[C:4]=2[CH2:1][CH2:2][CH3:3])=[CH:40][CH:41]=1, predict the reactants needed to synthesize it. The reactants are: [CH2:1]([C:4]1[C:12]2[O:11][N:10]=[C:9]([C:13]([F:16])([F:15])[F:14])[C:8]=2[CH:7]=[CH:6][C:5]=1[O:17][CH2:18]CCNC)[CH2:2][CH3:3].[O:23]=C(Cl)OC(Cl)(Cl)Cl.C[CH2:32][N:33]([CH2:36]C)[CH2:34][CH3:35].[NH2:38][C:39]1[CH:44]=[CH:43][N:42]=[CH:41][CH:40]=1. (4) Given the product [Cl:24][C:14]1[C:13]([C:11]([OH:12])=[O:10])=[C:21]2[N:17]([CH2:18][CH2:19][CH2:20]2)[C:16](=[O:22])[C:15]=1[F:23], predict the reactants needed to synthesize it. The reactants are: C1COCC1.CO.C([O:10][C:11]([C:13]1[C:14]([Cl:24])=[C:15]([F:23])[C:16](=[O:22])[N:17]2[C:21]=1[CH2:20][CH2:19][CH2:18]2)=[O:12])C.[Li+].[OH-]. (5) Given the product [F:1][C@H:2]1[CH2:6][CH2:5][N:4]([C:7]2[CH:8]=[CH:9][C:10]3[N:11]([C:13]([NH2:33])=[CH:14][N:15]=3)[N:12]=2)[CH2:3]1, predict the reactants needed to synthesize it. The reactants are: [F:1][C@H:2]1[CH2:6][CH2:5][N:4]([C:7]2[CH:8]=[CH:9][C:10]3[N:11]([C:13](C(O)=O)=[CH:14][N:15]=3)[N:12]=2)[CH2:3]1.C1(P([NH-:33])(C2C=CC=CC=2)=O)C=CC=CC=1.C(N(CC)CC)C.[OH-].[Na+].